This data is from Full USPTO retrosynthesis dataset with 1.9M reactions from patents (1976-2016). The task is: Predict the reactants needed to synthesize the given product. Given the product [C@@H:22]1([NH:21][C:2]2[N:7]=[CH:6][N:5]=[C:4]([NH:8][C@H:9]3[C@@H:13]4[O:14][C:15]([CH3:18])([CH3:17])[O:16][C@@H:12]4[C@@H:11]([CH2:19][OH:20])[CH2:10]3)[CH:3]=2)[C:30]2[C:25](=[CH:26][CH:27]=[CH:28][CH:29]=2)[CH2:24][CH2:23]1, predict the reactants needed to synthesize it. The reactants are: Cl[C:2]1[N:7]=[CH:6][N:5]=[C:4]([NH:8][C@H:9]2[C@@H:13]3[O:14][C:15]([CH3:18])([CH3:17])[O:16][C@@H:12]3[C@@H:11]([CH2:19][OH:20])[CH2:10]2)[CH:3]=1.[NH2:21][C@@H:22]1[C:30]2[C:25](=[CH:26][CH:27]=[CH:28][CH:29]=2)[CH2:24][CH2:23]1.